This data is from NCI-60 drug combinations with 297,098 pairs across 59 cell lines. The task is: Regression. Given two drug SMILES strings and cell line genomic features, predict the synergy score measuring deviation from expected non-interaction effect. Drug 1: C#CCC(CC1=CN=C2C(=N1)C(=NC(=N2)N)N)C3=CC=C(C=C3)C(=O)NC(CCC(=O)O)C(=O)O. Drug 2: C1CNP(=O)(OC1)N(CCCl)CCCl. Cell line: DU-145. Synergy scores: CSS=-2.32, Synergy_ZIP=6.24, Synergy_Bliss=3.13, Synergy_Loewe=-3.99, Synergy_HSA=-4.76.